Dataset: Forward reaction prediction with 1.9M reactions from USPTO patents (1976-2016). Task: Predict the product of the given reaction. Given the reactants [CH:1]1([N:5]2[CH2:11][CH2:10][C:9]3[CH:12]=[CH:13][C:14]([NH:16][C:17](=[O:25])[C:18]4[CH:23]=[CH:22][CH:21]=[C:20](I)[CH:19]=4)=[CH:15][C:8]=3[CH2:7][CH2:6]2)[CH2:4][CH2:3][CH2:2]1.C(=O)([O-])[O-].[K+].[K+].[NH:32]1[CH:36]=[N:35][CH:34]=[N:33]1, predict the reaction product. The product is: [CH:1]1([N:5]2[CH2:11][CH2:10][C:9]3[CH:12]=[CH:13][C:14]([NH:16][C:17](=[O:25])[C:18]4[CH:23]=[CH:22][CH:21]=[C:20]([N:32]5[CH:36]=[N:35][CH:34]=[N:33]5)[CH:19]=4)=[CH:15][C:8]=3[CH2:7][CH2:6]2)[CH2:4][CH2:3][CH2:2]1.